This data is from Forward reaction prediction with 1.9M reactions from USPTO patents (1976-2016). The task is: Predict the product of the given reaction. (1) Given the reactants [OH:1][C:2]1[CH:11]=[C:10]2[C:5]([C:6](=[N:22]OC)[CH2:7][C@H:8]([C:12]3[CH:21]=[CH:20][C:15]([C:16]([O:18][CH3:19])=[O:17])=[CH:14][CH:13]=3)[O:9]2)=[CH:4][CH:3]=1, predict the reaction product. The product is: [NH2:22][C@H:6]1[C:5]2[C:10](=[CH:11][C:2]([OH:1])=[CH:3][CH:4]=2)[O:9][C@@H:8]([C:12]2[CH:21]=[CH:20][C:15]([C:16]([O:18][CH3:19])=[O:17])=[CH:14][CH:13]=2)[CH2:7]1. (2) Given the reactants [CH:1]1([CH2:4][O:5][C:6]2[CH:11]=[CH:10][C:9]([CH2:12][CH3:13])=[CH:8][C:7]=2[C:14]2[C:15]3[N:22]([CH2:23][O:24][CH2:25][CH2:26][Si:27]([CH3:30])([CH3:29])[CH3:28])[C:21]([CH3:31])=[C:20]([C:32](O)=[O:33])[C:16]=3[N:17]=[CH:18][N:19]=2)[CH2:3][CH2:2]1.[NH2:35][C@@H:36]1[CH2:41][CH2:40][C@H:39]([NH:42][C:43](=[O:49])[O:44][C:45]([CH3:48])([CH3:47])[CH3:46])[CH2:38][CH2:37]1, predict the reaction product. The product is: [C:45]([O:44][C:43](=[O:49])[NH:42][C@H:39]1[CH2:38][CH2:37][C@@H:36]([NH:35][C:32]([C:20]2[C:16]3[N:17]=[CH:18][N:19]=[C:14]([C:7]4[CH:8]=[C:9]([CH2:12][CH3:13])[CH:10]=[CH:11][C:6]=4[O:5][CH2:4][CH:1]4[CH2:3][CH2:2]4)[C:15]=3[N:22]([CH2:23][O:24][CH2:25][CH2:26][Si:27]([CH3:28])([CH3:29])[CH3:30])[C:21]=2[CH3:31])=[O:33])[CH2:41][CH2:40]1)([CH3:48])([CH3:46])[CH3:47]. (3) Given the reactants [CH2:1]([NH:8][C:9]([C:11]1[S:15][C:14](Br)=[N:13][C:12]=1[CH3:17])=[O:10])[C:2]1[CH:7]=[CH:6][CH:5]=[CH:4][CH:3]=1.[NH:18]1[C:22](B(O)O)=[CH:21][CH:20]=[N:19]1.C(=O)([O-])[O-].[K+].[K+].CCCCCC, predict the reaction product. The product is: [CH2:1]([NH:8][C:9]([C:11]1[S:15][C:14]([C:22]2[NH:18][N:19]=[CH:20][CH:21]=2)=[N:13][C:12]=1[CH3:17])=[O:10])[C:2]1[CH:7]=[CH:6][CH:5]=[CH:4][CH:3]=1. (4) Given the reactants [C:1]12([N:11]3[CH:15]=[C:14]([CH2:16][S:17]([C:19]4[CH:24]=[C:23]([Cl:25])[CH:22]=[CH:21][C:20]=4[Cl:26])=[O:18])[N:13]=[N:12]3)[CH2:10][CH:5]3[CH2:6][CH:7]([CH2:9][CH:3]([CH2:4]3)[CH2:2]1)[CH2:8]2.C1C=C(Cl)C=C(C(OO)=[O:35])C=1, predict the reaction product. The product is: [C:1]12([N:11]3[CH:15]=[C:14]([CH2:16][S:17]([C:19]4[CH:24]=[C:23]([Cl:25])[CH:22]=[CH:21][C:20]=4[Cl:26])(=[O:35])=[O:18])[N:13]=[N:12]3)[CH2:10][CH:5]3[CH2:4][CH:3]([CH2:9][CH:7]([CH2:6]3)[CH2:8]1)[CH2:2]2. (5) Given the reactants [C:1]([O:5][C:6]([N:8]1[CH2:13][CH2:12][C:11](=[O:14])[CH2:10][CH2:9]1)=[O:7])([CH3:4])([CH3:3])[CH3:2].[CH3:15][Si:16](Cl)([CH3:18])[CH3:17].CCN(CC)CC.CCCCCC, predict the reaction product. The product is: [C:1]([O:5][C:6]([N:8]1[CH2:9][CH:10]=[C:11]([O:14][Si:16]([CH3:18])([CH3:17])[CH3:15])[CH2:12][CH2:13]1)=[O:7])([CH3:4])([CH3:2])[CH3:3]. (6) Given the reactants FC(F)(F)S(O[C:7]1[CH:22]=[CH:21][C:10]2[S:11][C:12]3[S:16][C:15]4[CH:17]=[CH:18][CH:19]=[CH:20][C:14]=4[C:13]=3[C:9]=2[CH:8]=1)(=O)=O.C1(P(C2CCCCC2)C2C=CC=CC=2C2C(OC)=CC=CC=2OC)CCCCC1.[CH:54]1[C:62]2[C:61]3[CH:63]=[CH:64][CH:65]=[CH:66][C:60]=3[S:59][C:58]=2[C:57]([C:67]2[CH:68]=[C:69]([C:73]3[CH:78]=[CH:77][CH:76]=[C:75](B4OC(C)(C)C(C)(C)O4)[CH:74]=3)[CH:70]=[CH:71][CH:72]=2)=[CH:56][CH:55]=1.[O-]P([O-])([O-])=O.[K+].[K+].[K+], predict the reaction product. The product is: [CH:54]1[C:62]2[C:61]3[CH:63]=[CH:64][CH:65]=[CH:66][C:60]=3[S:59][C:58]=2[C:57]([C:67]2[CH:68]=[C:69]([C:73]3[CH:78]=[CH:77][CH:76]=[C:75]([C:7]4[CH:22]=[CH:21][C:10]5[S:11][C:12]6[S:16][C:15]7[CH:17]=[CH:18][CH:19]=[CH:20][C:14]=7[C:13]=6[C:9]=5[CH:8]=4)[CH:74]=3)[CH:70]=[CH:71][CH:72]=2)=[CH:56][CH:55]=1. (7) The product is: [Cl:29][C:25]1[CH:26]=[C:27]2[C:22](=[CH:23][CH:24]=1)[NH:21][C:20]([S:17]([N:15]1[CH2:14][C:13](=[O:30])[N:12]3[CH2:31][C:7]4([N:10]([CH3:35])[C:11]3([CH2:32][O:33][CH3:34])[CH2:16]1)[CH2:6][CH2:5][N:4]([C:1](=[O:3])[CH2:2][N:37]([CH3:38])[CH3:36])[CH2:9][CH2:8]4)(=[O:18])=[O:19])=[CH:28]2. Given the reactants [C:1]([N:4]1[CH2:9][CH2:8][C:7]2([CH2:31][N:12]3[C:13](=[O:30])[CH2:14][N:15]([S:17]([C:20]4[NH:21][C:22]5[C:27]([CH:28]=4)=[CH:26][C:25]([Cl:29])=[CH:24][CH:23]=5)(=[O:19])=[O:18])[CH2:16][C:11]3([CH2:32][O:33][CH3:34])[N:10]2[CH3:35])[CH2:6][CH2:5]1)(=[O:3])[CH3:2].[CH3:36][N:37](C)[CH2:38]C(O)=O.CCN=C=NCCCN(C)C.Cl, predict the reaction product. (8) Given the reactants [CH2:1]([OH:5])[CH2:2][CH2:3][CH3:4].Cl[C:7]1[N:12]=[C:11]([NH:13][C:14]2[CH:19]=[C:18]([CH:20]([F:22])[F:21])[CH:17]=[CH:16][N:15]=2)[CH:10]=[C:9]([CH:23]2[CH2:28][CH2:27][N:26]([CH:29]3[CH2:32][O:31][CH2:30]3)[CH2:25][CH2:24]2)[CH:8]=1, predict the reaction product. The product is: [CH2:1]([O:5][C:7]1[N:12]=[C:11]([NH:13][C:14]2[CH:19]=[C:18]([CH:20]([F:22])[F:21])[CH:17]=[CH:16][N:15]=2)[CH:10]=[C:9]([CH:23]2[CH2:28][CH2:27][N:26]([CH:29]3[CH2:30][O:31][CH2:32]3)[CH2:25][CH2:24]2)[CH:8]=1)[CH2:2][CH2:3][CH3:4].